Dataset: Forward reaction prediction with 1.9M reactions from USPTO patents (1976-2016). Task: Predict the product of the given reaction. (1) The product is: [O:9]1[C:5]2[CH:4]=[CH:3][C:2]([C:16]3([OH:19])[CH2:17][CH2:18][O:13][CH2:14][CH2:15]3)=[CH:10][C:6]=2[CH:7]=[CH:8]1. Given the reactants Br[C:2]1[CH:3]=[CH:4][C:5]2[O:9][CH:8]=[CH:7][C:6]=2[CH:10]=1.II.[O:13]1[CH:18]=[CH:17][C:16](=[O:19])[CH:15]=[CH:14]1, predict the reaction product. (2) Given the reactants [CH3:1][C:2]1[CH:8]=[CH:7][C:5]([NH2:6])=[CH:4][C:3]=1[N+:9]([O-])=O.[CH2:12]([N:14]1[CH2:19][CH2:18][N:17]([C:20]2[CH:21]=[C:22]([CH:26]=[C:27]([C:29]([F:32])([F:31])[F:30])[CH:28]=2)[C:23](O)=[O:24])[CH2:16][CH2:15]1)[CH3:13].C(N(C(C)C)CC)(C)C.F[P-](F)(F)(F)(F)F.N1(OC(N(C)C)=[N+](C)C)C2N=CC=CC=2N=N1, predict the reaction product. The product is: [NH2:9][C:3]1[CH:4]=[C:5]([NH:6][C:23](=[O:24])[C:22]2[CH:26]=[C:27]([C:29]([F:30])([F:31])[F:32])[CH:28]=[C:20]([N:17]3[CH2:16][CH2:15][N:14]([CH2:12][CH3:13])[CH2:19][CH2:18]3)[CH:21]=2)[CH:7]=[CH:8][C:2]=1[CH3:1]. (3) Given the reactants Cl.[CH3:2][C:3]1[CH:12]=[C:11]([CH2:13][O:14][C:15]2[CH:20]=[CH:19][C:18]([S:21]([NH:24][C@H:25]3[CH2:29][NH:28][CH2:27][C@H:26]3[C:30]([O:32][C:33]([CH3:36])([CH3:35])[CH3:34])=[O:31])(=[O:23])=[O:22])=[CH:17][CH:16]=2)[C:10]2[C:5](=[CH:6][CH:7]=[CH:8][CH:9]=2)[N:4]=1.[C:37](Cl)(=[O:39])[CH3:38], predict the reaction product. The product is: [C:37]([N:28]1[CH2:29][C@H:25]([NH:24][S:21]([C:18]2[CH:19]=[CH:20][C:15]([O:14][CH2:13][C:11]3[C:10]4[C:5](=[CH:6][CH:7]=[CH:8][CH:9]=4)[N:4]=[C:3]([CH3:2])[CH:12]=3)=[CH:16][CH:17]=2)(=[O:23])=[O:22])[C@H:26]([C:30]([O:32][C:33]([CH3:36])([CH3:35])[CH3:34])=[O:31])[CH2:27]1)(=[O:39])[CH3:38]. (4) Given the reactants [N+:1]([C:4]1[N:5]=[CH:6][N:7]([CH:9]2[CH2:12][CH2:11][CH:10]2[CH2:13][N:14]2[CH2:18][CH2:17][CH2:16][CH2:15]2)[CH:8]=1)([O-])=O.[F:19][C:20]1[CH:21]=[C:22]([CH2:27][C:28]([NH:30][CH:31]([CH2:35][CH2:36][CH3:37])[C:32](O)=[O:33])=[O:29])[CH:23]=[C:24]([F:26])[CH:25]=1, predict the reaction product. The product is: [N:14]1([CH2:13][CH:10]2[CH2:11][CH2:12][CH:9]2[N:7]2[CH:8]=[C:4]([NH:1][C:32](=[O:33])[C@@H:31]([NH:30][C:28](=[O:29])[CH2:27][C:22]3[CH:23]=[C:24]([F:26])[CH:25]=[C:20]([F:19])[CH:21]=3)[CH2:35][CH2:36][CH3:37])[N:5]=[CH:6]2)[CH2:18][CH2:17][CH2:16][CH2:15]1. (5) Given the reactants Cl.[C:2]([C:6]1[CH:7]=[C:8]([C@@H:12]([NH2:14])[CH3:13])[CH:9]=[CH:10][CH:11]=1)([CH3:5])([CH3:4])[CH3:3].[Cl:15][C:16]1[CH:36]=[CH:35][C:19]([CH2:20][N:21]2[C:29]3[C:24](=[CH:25][C:26]([C:30](O)=[O:31])=[CH:27][CH:28]=3)[C:23]([CH3:33])=[C:22]2[CH3:34])=[CH:18][C:17]=1[O:37][C@@H:38]([CH3:43])[C:39]([O:41][CH3:42])=[O:40], predict the reaction product. The product is: [C:2]([C:6]1[CH:7]=[C:8]([C@@H:12]([NH:14][C:30]([C:26]2[CH:25]=[C:24]3[C:29](=[CH:28][CH:27]=2)[N:21]([CH2:20][C:19]2[CH:35]=[CH:36][C:16]([Cl:15])=[C:17]([CH:18]=2)[O:37][C@@H:38]([CH3:43])[C:39]([O:41][CH3:42])=[O:40])[C:22]([CH3:34])=[C:23]3[CH3:33])=[O:31])[CH3:13])[CH:9]=[CH:10][CH:11]=1)([CH3:5])([CH3:3])[CH3:4].